Dataset: Forward reaction prediction with 1.9M reactions from USPTO patents (1976-2016). Task: Predict the product of the given reaction. (1) Given the reactants C[O-].[Na+].C([O:7][C@@H:8]1[CH2:36][N:11]2[C@H:12]([CH:23]([C:30]3[CH:35]=[CH:34][CH:33]=[CH:32][CH:31]=3)[C:24]3[CH:29]=[CH:28][CH:27]=[CH:26][CH:25]=3)[CH2:13][N:14]([C:16]([O:18][C:19]([CH3:22])([CH3:21])[CH3:20])=[O:17])[CH2:15][C@@H:10]2[CH2:9]1)(=O)C.O, predict the reaction product. The product is: [CH:23]([C@H:12]1[N:11]2[CH2:36][C@@H:8]([OH:7])[CH2:9][C@H:10]2[CH2:15][N:14]([C:16]([O:18][C:19]([CH3:22])([CH3:21])[CH3:20])=[O:17])[CH2:13]1)([C:30]1[CH:31]=[CH:32][CH:33]=[CH:34][CH:35]=1)[C:24]1[CH:29]=[CH:28][CH:27]=[CH:26][CH:25]=1. (2) Given the reactants C(O[C:6]([N:8]1[CH2:13][CH2:12][N:11](C2C(=O)N(CC(C)C)N=C(C3C=CC(C)=C(F)C=3)C=2C)[CH2:10][CH2:9]1)=O)(C)(C)C.[CH2:34]([N:43]1[C:48](=[O:49])[C:47]([CH2:50]OS(C)(=O)=O)=[CH:46][C:45]([C:56]2[CH:61]=[CH:60][C:59]([F:62])=[C:58]([CH3:63])[CH:57]=2)=[N:44]1)[CH:35]=[CH:36][C:37]1[CH:42]=[CH:41][CH:40]=[CH:39][CH:38]=1.CN1CCNCC1, predict the reaction product. The product is: [CH2:34]([N:43]1[C:48](=[O:49])[C:47]([CH2:50][N:11]2[CH2:12][CH2:13][N:8]([CH3:6])[CH2:9][CH2:10]2)=[CH:46][C:45]([C:56]2[CH:61]=[CH:60][C:59]([F:62])=[C:58]([CH3:63])[CH:57]=2)=[N:44]1)[CH:35]=[CH:36][C:37]1[CH:42]=[CH:41][CH:40]=[CH:39][CH:38]=1. (3) Given the reactants [Cl:1][C:2]1[CH:3]=[CH:4][C:5]([OH:11])=[C:6]([CH:10]=1)[C:7]([OH:9])=O.[Cl:12][C:13]1[CH:19]=[CH:18][CH:17]=[CH:16][C:14]=1[NH2:15], predict the reaction product. The product is: [Cl:1][C:2]1[CH:3]=[CH:4][C:5]([OH:11])=[C:6]([CH:10]=1)[C:7]([NH:15][C:14]1[CH:16]=[CH:17][CH:18]=[CH:19][C:13]=1[Cl:12])=[O:9]. (4) The product is: [F:1][C:2]1[CH:3]=[CH:4][C:5]2[CH2:12][CH2:11][N:10]([CH3:13])[CH2:9][CH2:8][N:7]([NH2:15])[C:6]=2[CH:14]=1. Given the reactants [F:1][C:2]1[CH:3]=[CH:4][C:5]2[CH2:12][CH2:11][N:10]([CH3:13])[CH2:9][CH2:8][NH:7][C:6]=2[CH:14]=1.[N:15]([O-])=O.[Na+].C(=O)(O)[O-].[Na+].[H-].[Al+3].[Li+].[H-].[H-].[H-], predict the reaction product. (5) Given the reactants [Br:1][C:2]1[CH:3]=[C:4]([N+:19]([O-])=O)[C:5]([C:8]2[CH:9]=[C:10]([CH:15]=[CH:16][C:17]=2[F:18])[C:11]([O:13][CH3:14])=[O:12])=[N:6][CH:7]=1.C1(P(C2C=CC=CC=2)CCP(C2C=CC=CC=2)C2C=CC=CC=2)C=CC=CC=1, predict the reaction product. The product is: [Br:1][C:2]1[CH:7]=[N:6][C:5]2[C:8]3[C:9](=[C:10]([C:11]([O:13][CH3:14])=[O:12])[CH:15]=[CH:16][C:17]=3[F:18])[NH:19][C:4]=2[CH:3]=1. (6) Given the reactants [F:1][C:2]([F:12])([F:11])[O:3][C:4]1[CH:10]=[CH:9][CH:8]=[CH:7][C:5]=1[NH2:6].[C:13]([C:15]1[CH:20]=[CH:19][C:18]([S:21](Cl)(=[O:23])=[O:22])=[CH:17][CH:16]=1)#[N:14], predict the reaction product. The product is: [C:13]([C:15]1[CH:16]=[CH:17][C:18]([S:21]([NH:6][C:5]2[CH:7]=[CH:8][CH:9]=[CH:10][C:4]=2[O:3][C:2]([F:11])([F:12])[F:1])(=[O:23])=[O:22])=[CH:19][CH:20]=1)#[N:14]. (7) Given the reactants Br[C:2]1[CH:3]=[C:4]2[C:8](=[CH:9][CH:10]=1)[CH2:7][C@H:6]([NH:11][S:12]([CH:15]([CH3:17])[CH3:16])(=[O:14])=[O:13])[CH2:5]2.[CH3:18][C:19]1[N:24]=[CH:23][C:22]([OH:25])=[CH:21][CH:20]=1.C(=O)([O-])[O-].[Cs+].[Cs+].CN(C)CC(O)=O, predict the reaction product. The product is: [CH3:18][C:19]1[N:24]=[CH:23][C:22]([O:25][C:2]2[CH:3]=[C:4]3[C:8](=[CH:9][CH:10]=2)[CH2:7][C@H:6]([NH:11][S:12]([CH:15]([CH3:17])[CH3:16])(=[O:14])=[O:13])[CH2:5]3)=[CH:21][CH:20]=1.